This data is from Reaction yield outcomes from USPTO patents with 853,638 reactions. The task is: Predict the reaction yield, written as a fraction of the theoretical maximum amount of product (1.0 means a 100% yield; for example, 0.34 means a 34% yield). (1) The reactants are [CH3:1][C:2]([CH3:32])([CH3:31])[C:3](=[O:30])[CH2:4][O:5][C:6]1[CH:11]=[CH:10][C:9]([C:12]([C:17]2[S:21][C:20]3[CH:22]=[CH:23][C:24]([C:26](O)=[O:27])=[CH:25][C:19]=3[CH:18]=2)([CH2:15][CH3:16])[CH2:13][CH3:14])=[CH:8][C:7]=1[CH3:29].C1C=CC2N(O)N=NC=2C=1.C(Cl)CCl.[CH3:47][NH:48][CH3:49]. The catalyst is C(Cl)Cl.CCN(CC)CC. The product is [CH3:47][N:48]([CH3:49])[C:26]([C:24]1[CH:23]=[CH:22][C:20]2[S:21][C:17]([C:12]([C:9]3[CH:10]=[CH:11][C:6]([O:5][CH2:4][C:3](=[O:30])[C:2]([CH3:32])([CH3:31])[CH3:1])=[C:7]([CH3:29])[CH:8]=3)([CH2:15][CH3:16])[CH2:13][CH3:14])=[CH:18][C:19]=2[CH:25]=1)=[O:27]. The yield is 0.410. (2) The reactants are [OH:1][C@@H:2]([CH2:6][C:7]1[CH:12]=[CH:11][C:10]([OH:13])=[C:9]([N+:14]([O-])=O)[CH:8]=1)[C:3]([OH:5])=[O:4].[CH3:17][S:18](Cl)(=[O:20])=[O:19]. The catalyst is CO.[Pd]. The product is [OH:1][C@@H:2]([CH2:6][C:7]1[CH:12]=[CH:11][C:10]([OH:13])=[C:9]([NH:14][S:18]([CH3:17])(=[O:20])=[O:19])[CH:8]=1)[C:3]([OH:5])=[O:4]. The yield is 0.630. (3) The reactants are [C:1]([O:5][C:6]([N:8]1[CH2:15][CH:14]2[CH:10]([CH2:11][NH:12][CH2:13]2)[CH2:9]1)=[O:7])([CH3:4])([CH3:3])[CH3:2].Cl[C:17]1[N:22]=[C:21]([CH3:23])[CH:20]=[C:19]([CH3:24])[N:18]=1.C([O-])([O-])=O.[Cs+].[Cs+].CN(C=O)C. The catalyst is CCOC(C)=O.O. The product is [C:1]([O:5][C:6]([N:8]1[CH2:9][CH:10]2[CH:14]([CH2:13][N:12]([C:17]3[N:22]=[C:21]([CH3:23])[CH:20]=[C:19]([CH3:24])[N:18]=3)[CH2:11]2)[CH2:15]1)=[O:7])([CH3:4])([CH3:2])[CH3:3]. The yield is 0.710. (4) The reactants are O[CH:2]=[C:3]1[C:11]2[C:6](=[CH:7][C:8]([C:12]([C:14]3[CH:15]=[C:16]([NH:20][C:21]([C:23]4[S:24][CH:25]=[CH:26][C:27]=4[CH3:28])=[O:22])[CH:17]=[CH:18][CH:19]=3)=[O:13])=[CH:9][CH:10]=2)[NH:5][C:4]1=[O:29].[NH2:30][C:31]1[CH:36]=[CH:35][C:34]([CH2:37][CH2:38][CH2:39][C:40]([OH:42])=[O:41])=[CH:33][CH:32]=1. The catalyst is C1COCC1. The product is [CH3:28][C:27]1[CH:26]=[CH:25][S:24][C:23]=1[C:21]([NH:20][C:16]1[CH:15]=[C:14]([CH:19]=[CH:18][CH:17]=1)[C:12]([C:8]1[CH:7]=[C:6]2[C:11]([C:3](=[CH:2][NH:30][C:31]3[CH:32]=[CH:33][C:34]([CH2:37][CH2:38][CH2:39][C:40]([OH:42])=[O:41])=[CH:35][CH:36]=3)[C:4](=[O:29])[NH:5]2)=[CH:10][CH:9]=1)=[O:13])=[O:22]. The yield is 0.430. (5) The reactants are [OH:1][C:2]1[C:11]2[C:10]([CH3:13])([CH3:12])[CH2:9][CH2:8][C:7]([CH3:15])([CH3:14])[C:6]=2[CH:5]=[C:4]([CH:16]=[O:17])[CH:3]=1.[H-].[Na+].[CH3:20][O:21][CH2:22][CH2:23]Cl. The catalyst is CN(C=O)C. The product is [CH3:13][C:10]1([CH3:12])[CH2:9][CH2:8][C:7]([CH3:15])([CH3:14])[C:6]2[CH:5]=[C:4]([CH:16]=[O:17])[CH:3]=[C:2]([O:1][CH2:23][CH2:22][O:21][CH3:20])[C:11]1=2. The yield is 0.950. (6) The reactants are [CH3:1][C:2]1[N:7]=[C:6]([C:8]2[CH:17]=[C:16]([O:18][CH:19]3[CH2:36][CH:35]4[CH:21]([C:22](=[O:42])[N:23]([CH3:41])[CH2:24][CH2:25][CH2:26][CH2:27][CH:28]=[CH:29][CH:30]5[C:32]([C:38]([OH:40])=O)([NH:33][C:34]4=[O:37])[CH2:31]5)[CH2:20]3)[C:15]3[C:10](=[C:11]([CH3:45])[C:12]([O:43][CH3:44])=[CH:13][CH:14]=3)[N:9]=2)[CH:5]=[CH:4][CH:3]=1.C1N=CN(C(N2C=NC=C2)=O)C=1.[CH:58]1([S:61]([NH2:64])(=[O:63])=[O:62])[CH2:60][CH2:59]1.C1CCN2C(=NCCC2)CC1.C(O)(=O)CC(CC(O)=O)(C(O)=O)O. The product is [CH3:1][C:2]1[N:7]=[C:6]([C:8]2[CH:17]=[C:16]([O:18][CH:19]3[CH2:36][CH:35]4[CH:21]([C:22](=[O:42])[N:23]([CH3:41])[CH2:24][CH2:25][CH2:26][CH2:27][CH:28]=[CH:29][CH:30]5[C:32]([C:38]([NH:64][S:61]([CH:58]6[CH2:60][CH2:59]6)(=[O:63])=[O:62])=[O:40])([NH:33][C:34]4=[O:37])[CH2:31]5)[CH2:20]3)[C:15]3[C:10](=[C:11]([CH3:45])[C:12]([O:43][CH3:44])=[CH:13][CH:14]=3)[N:9]=2)[CH:5]=[CH:4][CH:3]=1. The catalyst is C1COCC1. The yield is 0.520. (7) The reactants are [C:1]([C:3](=[N:9]O)[C:4]([O:6][CH2:7][CH3:8])=[O:5])#[N:2]. The catalyst is C(O)C.O=[Pt]=O. The product is [NH2:9][CH:3]([C:1]#[N:2])[C:4]([O:6][CH2:7][CH3:8])=[O:5]. The yield is 0.890.